From a dataset of Serine/threonine kinase 33 screen with 319,792 compounds. Binary Classification. Given a drug SMILES string, predict its activity (active/inactive) in a high-throughput screening assay against a specified biological target. (1) The compound is S(=O)(=O)(Nc1cc(cc(c1)C(OC)=O)C(OC)=O)c1cc(N)c(N2CCOCC2)cc1. The result is 0 (inactive). (2) The compound is S(c1n(c(nn1)C1Oc2c(OC1)cccc2)c1ccccc1)CC(OC)=O. The result is 0 (inactive).